The task is: Regression. Given a peptide amino acid sequence and an MHC pseudo amino acid sequence, predict their binding affinity value. This is MHC class I binding data.. This data is from Peptide-MHC class I binding affinity with 185,985 pairs from IEDB/IMGT. (1) The peptide sequence is DWSGYSGSF. The MHC is HLA-B15:09 with pseudo-sequence HLA-B15:09. The binding affinity (normalized) is 0.0847. (2) The peptide sequence is LQMLGENVL. The MHC is HLA-B40:01 with pseudo-sequence HLA-B40:01. The binding affinity (normalized) is 0.378. (3) The peptide sequence is SMFASCNLL. The MHC is HLA-A02:01 with pseudo-sequence HLA-A02:01. The binding affinity (normalized) is 0.689. (4) The peptide sequence is LPIDKCSRI. The MHC is HLA-A31:01 with pseudo-sequence HLA-A31:01. The binding affinity (normalized) is 0. (5) The binding affinity (normalized) is 0.616. The MHC is HLA-B44:02 with pseudo-sequence HLA-B44:02. The peptide sequence is STMSLVMAW. (6) The peptide sequence is KSHNVSLIW. The MHC is HLA-A11:01 with pseudo-sequence HLA-A11:01. The binding affinity (normalized) is 0.208. (7) The peptide sequence is VPPFPRTAF. The MHC is HLA-A02:01 with pseudo-sequence HLA-A02:01. The binding affinity (normalized) is 0.0847.